Dataset: NCI-60 drug combinations with 297,098 pairs across 59 cell lines. Task: Regression. Given two drug SMILES strings and cell line genomic features, predict the synergy score measuring deviation from expected non-interaction effect. (1) Drug 1: C1CCC(CC1)NC(=O)N(CCCl)N=O. Drug 2: CS(=O)(=O)OCCCCOS(=O)(=O)C. Cell line: COLO 205. Synergy scores: CSS=32.6, Synergy_ZIP=-7.32, Synergy_Bliss=4.47, Synergy_Loewe=3.87, Synergy_HSA=5.51. (2) Drug 1: C(=O)(N)NO. Drug 2: C(CC(=O)O)C(=O)CN.Cl. Cell line: U251. Synergy scores: CSS=12.1, Synergy_ZIP=2.84, Synergy_Bliss=6.73, Synergy_Loewe=1.81, Synergy_HSA=4.66. (3) Drug 1: CCC(=C(C1=CC=CC=C1)C2=CC=C(C=C2)OCCN(C)C)C3=CC=CC=C3.C(C(=O)O)C(CC(=O)O)(C(=O)O)O. Drug 2: COCCOC1=C(C=C2C(=C1)C(=NC=N2)NC3=CC=CC(=C3)C#C)OCCOC.Cl. Cell line: K-562. Synergy scores: CSS=9.65, Synergy_ZIP=-2.66, Synergy_Bliss=-0.748, Synergy_Loewe=-0.621, Synergy_HSA=-1.52.